This data is from CYP2C19 inhibition data for predicting drug metabolism from PubChem BioAssay. The task is: Regression/Classification. Given a drug SMILES string, predict its absorption, distribution, metabolism, or excretion properties. Task type varies by dataset: regression for continuous measurements (e.g., permeability, clearance, half-life) or binary classification for categorical outcomes (e.g., BBB penetration, CYP inhibition). Dataset: cyp2c19_veith. (1) The compound is C[C@H]1/C=C\CC(=O)OC[C@H](C)C(=O)N2CCC[C@@H]2C(=O)OC1. The result is 0 (non-inhibitor). (2) The molecule is C[C@@H](C(=O)NCc1ccccc1)[C@H]1C[C@]1(C)[C@H](NC(=O)OCc1ccccc1)c1ccccc1. The result is 1 (inhibitor). (3) The molecule is CCOC(=O)C1CCN(Cc2cnc(Oc3ccc(OC)cc3)s2)CC1. The result is 1 (inhibitor). (4) The drug is O=c1c(-c2cccs2)nc2cncnc2n1C1CC1. The result is 0 (non-inhibitor).